Dataset: Reaction yield outcomes from USPTO patents with 853,638 reactions. Task: Predict the reaction yield, written as a fraction of the theoretical maximum amount of product (1.0 means a 100% yield; for example, 0.34 means a 34% yield). (1) The reactants are [CH2:1]([C:5]1[N:6]=[C:7]([CH3:27])[NH:8][C:9](=[O:26])[C:10]=1[CH2:11][C:12]1[CH:17]=[CH:16][C:15]([C:18]2[C:19]([C:24]#[N:25])=[CH:20][CH:21]=[CH:22][CH:23]=2)=[CH:14][CH:13]=1)[CH2:2][CH2:3][CH3:4].N(C(N1CCCCC1)=O)=NC(N1CCCCC1)=O.C(P(CCCC)CCCC)CCC.[CH3:59][C:60]1([CH3:71])[CH2:64][C:63]2[CH:65]=[CH:66][CH:67]=[C:68]([CH2:69]O)[C:62]=2[O:61]1. The catalyst is C(OCC)(=O)C.O1CCCC1. The product is [CH2:1]([C:5]1[N:6]=[C:7]([CH3:27])[N:8]([CH2:69][C:68]2[C:62]3[O:61][C:60]([CH3:71])([CH3:59])[CH2:64][C:63]=3[CH:65]=[CH:66][CH:67]=2)[C:9](=[O:26])[C:10]=1[CH2:11][C:12]1[CH:17]=[CH:16][C:15]([C:18]2[C:19]([C:24]#[N:25])=[CH:20][CH:21]=[CH:22][CH:23]=2)=[CH:14][CH:13]=1)[CH2:2][CH2:3][CH3:4]. The yield is 0.460. (2) The reactants are [C@@H:1]([N:5]1[C:13]2[CH:12]=[C:11](Cl)[N:10]=[CH:9][C:8]=2[C:7]([N:15]2[CH2:19][CH2:18][C@H:17]([OH:20])[CH2:16]2)=[N:6]1)([CH2:3][CH3:4])[CH3:2].[NH2:21][C:22]1[CH:27]=[CH:26][N:25]=[C:24]([N:28]2[CH2:33][CH2:32][C@:31]([CH3:35])([OH:34])[C@H:30]([F:36])[CH2:29]2)[N:23]=1. No catalyst specified. The product is [C@@H:1]([N:5]1[C:13]2[CH:12]=[C:11]([NH:21][C:22]3[CH:27]=[CH:26][N:25]=[C:24]([N:28]4[CH2:33][CH2:32][C@:31]([CH3:35])([OH:34])[C@H:30]([F:36])[CH2:29]4)[N:23]=3)[N:10]=[CH:9][C:8]=2[C:7]([N:15]2[CH2:19][CH2:18][C@H:17]([OH:20])[CH2:16]2)=[N:6]1)([CH2:3][CH3:4])[CH3:2]. The yield is 0.150. (3) The reactants are [BH-](OC(C)=O)(OC(C)=O)OC(C)=O.[Na+].[NH2:15][CH2:16][C@@H:17]([NH:26][C:27]1[CH:32]=[CH:31][C:30]([C:33]#[N:34])=[C:29]([Cl:35])[CH:28]=1)[CH2:18][C:19]([O:21][C:22]([CH3:25])([CH3:24])[CH3:23])=[O:20].[CH3:36][C:37]([CH3:41])([CH3:40])[CH:38]=O. The catalyst is C(Cl)Cl. The product is [Cl:35][C:29]1[CH:28]=[C:27]([NH:26][C@H:17]([CH2:16][NH:15][CH2:36][C:37]([CH3:41])([CH3:40])[CH3:38])[CH2:18][C:19]([O:21][C:22]([CH3:24])([CH3:23])[CH3:25])=[O:20])[CH:32]=[CH:31][C:30]=1[C:33]#[N:34]. The yield is 0.980. (4) The reactants are [CH3:1][O:2][CH2:3][CH2:4][NH:5][CH3:6].Cl[CH2:8][C:9]1[CH:39]=[CH:38][C:12]([C:13]([NH:15][C:16]2[S:17][C:18]3[C:24]([C:25]4[N:26]=[C:27]([N:30]5[CH2:35][CH2:34][O:33][CH2:32][CH2:31]5)[S:28][CH:29]=4)=[CH:23][CH:22]=[C:21]([O:36][CH3:37])[C:19]=3[N:20]=2)=[O:14])=[CH:11][CH:10]=1. The catalyst is C1COCC1. The product is [CH3:1][O:2][CH2:3][CH2:4][N:5]([CH2:8][C:9]1[CH:10]=[CH:11][C:12]([C:13]([NH:15][C:16]2[S:17][C:18]3[C:24]([C:25]4[N:26]=[C:27]([N:30]5[CH2:31][CH2:32][O:33][CH2:34][CH2:35]5)[S:28][CH:29]=4)=[CH:23][CH:22]=[C:21]([O:36][CH3:37])[C:19]=3[N:20]=2)=[O:14])=[CH:38][CH:39]=1)[CH3:6]. The yield is 0.790. (5) The reactants are ClC1C=CC=C(C(OO)=[O:9])C=1.[CH3:12][C:13]1[CH:18]=[CH:17][C:16]([S:19]([C:21]2[N:26]=[C:25]([C:27]3[S:28][C:29]4[CH:37]=[CH:36][CH:35]=[CH:34][C:30]=4[C:31](=[O:33])[N:32]=3)[CH:24]=[CH:23][CH:22]=2)=[O:20])=[CH:15][CH:14]=1. The product is [CH3:12][C:13]1[CH:14]=[CH:15][C:16]([S:19]([C:21]2[N:26]=[C:25]([C:27]3[S:28][C:29]4[CH:37]=[CH:36][CH:35]=[CH:34][C:30]=4[C:31](=[O:33])[N:32]=3)[CH:24]=[CH:23][CH:22]=2)(=[O:9])=[O:20])=[CH:17][CH:18]=1. The yield is 0.640. The catalyst is C(Cl)(Cl)Cl. (6) The reactants are CO[C:3]1[CH:4]=[C:5]2C(=[CH:11][C:12]=1OC)N=CC=C2O[C:3]1[CH:12]=[CH:11]C(N)=[CH:5][CH:4]=1.Cl[C:24](Cl)(OC(=O)OC(Cl)(Cl)Cl)Cl.[CH3:35][O:36][C:37]1[CH:38]=[C:39]2[C:44](=[CH:45][C:46]=1[O:47][CH3:48])[N:43]=[CH:42][CH:41]=[C:40]2[O:49][C:50]1[CH:55]=[CH:54][C:53]([NH:56][C:57]([NH:59][CH:60]2[CH2:65][CH2:64][NH:63][CH2:62][CH2:61]2)=[O:58])=[CH:52][CH:51]=1.C(=O)([O-])O.[Na+]. The catalyst is C(N(CC)CC)C.C(Cl)(Cl)Cl. The product is [CH:65]1([CH2:64][N:63]2[CH2:62][CH2:61][CH:60]([NH:59][C:57]([NH:56][C:53]3[CH:54]=[CH:55][C:50]([O:49][C:40]4[C:39]5[C:44](=[CH:45][C:46]([O:47][CH3:48])=[C:37]([O:36][CH3:35])[CH:38]=5)[N:43]=[CH:42][CH:41]=4)=[CH:51][CH:52]=3)=[O:58])[CH2:24]2)[CH2:5][CH2:4][CH2:3][CH2:12][CH2:11]1. The yield is 0.500. (7) The reactants are O[C@@H:2]1[CH2:7][CH2:6][C@H:5]([CH2:8][C:9]#[N:10])[CH2:4][CH2:3]1.N1C=CN=C1.C1(P(C2C=CC=CC=2)C2C=CC=CC=2)C=CC=CC=1.[I:35]I. The catalyst is ClCCl. The product is [I:35][C@H:2]1[CH2:7][CH2:6][C@H:5]([CH2:8][C:9]#[N:10])[CH2:4][CH2:3]1. The yield is 0.220.